Predict the reaction yield, written as a fraction of the theoretical maximum amount of product (1.0 means a 100% yield; for example, 0.34 means a 34% yield). From a dataset of Reaction yield outcomes from USPTO patents with 853,638 reactions. (1) The product is [Cl:19][C:10]1[CH:11]=[CH:12][C:13]([C:15]([F:18])([F:17])[F:16])=[CH:14][C:9]=1[C:61]([OH:60])=[O:57]. The catalyst is [OH-].[Na+].CC([O-])=O.CC([O-])=O.[Pd+2].O.C(#N)C. The yield is 0.350. The reactants are S(O[C:9]1[CH:14]=[C:13]([C:15]([F:18])([F:17])[F:16])[CH:12]=[CH:11][C:10]=1[Cl:19])(C(F)(F)F)(=O)=O.C1C=CC(P(C2C=CC=CC=2)CCCP(C2C=CC=CC=2)C2C=CC=CC=2)=CC=1.C(N(CC)CC)C.[C]=[O:57].C([O:60][CH2:61]C)C. (2) The reactants are [CH2:1]([C:3]1[C:8]([I:9])=[CH:7][N:6]=[C:5](N)[CH:4]=1)[CH3:2].N([O-])=O.[Na+].[OH-].[Na+].[ClH:17]. The catalyst is O. The product is [Cl:17][C:5]1[CH:4]=[C:3]([CH2:1][CH3:2])[C:8]([I:9])=[CH:7][N:6]=1. The yield is 0.490.